This data is from Catalyst prediction with 721,799 reactions and 888 catalyst types from USPTO. The task is: Predict which catalyst facilitates the given reaction. (1) Product: [CH2:1]([N:5]([C:21](=[O:29])[C:22]1[CH:27]=[CH:26][CH:25]=[CH:24][C:23]=1[Cl:28])[C:6]1[S:10][C:9]([C:11]2[CH:12]=[CH:13][C:14]([C:15]([OH:17])=[O:16])=[CH:19][CH:20]=2)=[N:8][N:7]=1)[CH2:2][CH2:3][CH3:4]. The catalyst class is: 33. Reactant: [CH2:1]([N:5]([C:21](=[O:29])[C:22]1[CH:27]=[CH:26][CH:25]=[CH:24][C:23]=1[Cl:28])[C:6]1[S:10][C:9]([C:11]2[CH:20]=[CH:19][C:14]([C:15]([O:17]C)=[O:16])=[CH:13][CH:12]=2)=[N:8][N:7]=1)[CH2:2][CH2:3][CH3:4]. (2) The catalyst class is: 2. Reactant: [F:1][C:2]([F:20])([F:19])[C:3]1[CH:8]=[CH:7][C:6]([CH:9]2[C:18]3[C:13](=[CH:14][CH:15]=[CH:16][CH:17]=3)[CH2:12][CH2:11][NH:10]2)=[CH:5][CH:4]=1.CCN(C(C)C)C(C)C.[C:30]1([CH2:36][C:37](Cl)=[O:38])[CH:35]=[CH:34][CH:33]=[CH:32][CH:31]=1.O. Product: [C:30]1([CH2:36][C:37]([N:10]2[CH2:11][CH2:12][C:13]3[C:18](=[CH:17][CH:16]=[CH:15][CH:14]=3)[CH:9]2[C:6]2[CH:5]=[CH:4][C:3]([C:2]([F:1])([F:19])[F:20])=[CH:8][CH:7]=2)=[O:38])[CH:35]=[CH:34][CH:33]=[CH:32][CH:31]=1. (3) Reactant: [C:1]([C:5]1[CH:21]=[CH:20][C:8]([C:9]([NH:11][C:12]2[CH:16]=[CH:15][S:14][C:13]=2[C:17]([OH:19])=[O:18])=O)=[CH:7][CH:6]=1)([CH3:4])([CH3:3])[CH3:2].C(Cl)(=O)C(Cl)=O.N1C=CC=CC=1. Product: [C:1]([C:5]1[CH:21]=[CH:20][C:8]([C:9]2[O:18][C:17](=[O:19])[C:13]3[S:14][CH:15]=[CH:16][C:12]=3[N:11]=2)=[CH:7][CH:6]=1)([CH3:4])([CH3:3])[CH3:2]. The catalyst class is: 4. (4) Reactant: [Cl:1][C:2]1[CH:3]=[C:4]([C:28]([OH:30])=O)[CH:5]=[N:6][C:7]=1[NH:8][NH:9][C:10]([NH:12][CH:13]1[C:23]2[C:18](=[N:19][CH:20]=[CH:21][CH:22]=2)[CH2:17][CH2:16][C:15]2[CH:24]=[CH:25][CH:26]=[CH:27][C:14]1=2)=[S:11].CN(C(ON1N=NC2C=CC=NC1=2)=[N+](C)C)C.F[P-](F)(F)(F)(F)F.CCN(C(C)C)C(C)C.Cl.[NH2:65][C@@H:66]1[CH2:70][CH2:69][N:68]([CH3:71])[C:67]1=[O:72]. Product: [Cl:1][C:2]1[CH:3]=[C:4]([C:28]([NH:65][C@@H:66]2[CH2:70][CH2:69][N:68]([CH3:71])[C:67]2=[O:72])=[O:30])[CH:5]=[N:6][C:7]=1[NH:8][NH:9][C:10]([NH:12][CH:13]1[C:23]2[C:18](=[N:19][CH:20]=[CH:21][CH:22]=2)[CH2:17][CH2:16][C:15]2[CH:24]=[CH:25][CH:26]=[CH:27][C:14]1=2)=[S:11]. The catalyst class is: 44. (5) Reactant: Br[C:2]1[CH:7]=[C:6]([NH:8][C:9](=[O:12])[CH2:10][CH3:11])[CH:5]=[CH:4][N:3]=1.C(=O)([O-])[O-].[K+].[K+].[Cl:19][C:20]1[C:40](B(O)O)=[CH:39][C:23]2[CH2:24][C:25]([C:31]3[CH:36]=[C:35]([Cl:37])[CH:34]=[C:33]([Cl:38])[CH:32]=3)([C:27]([F:30])([F:29])[F:28])[O:26][C:22]=2[CH:21]=1. Product: [Cl:19][C:20]1[C:40]([C:2]2[CH:7]=[C:6]([NH:8][C:9](=[O:12])[CH2:10][CH3:11])[CH:5]=[CH:4][N:3]=2)=[CH:39][C:23]2[CH2:24][C:25]([C:31]3[CH:36]=[C:35]([Cl:37])[CH:34]=[C:33]([Cl:38])[CH:32]=3)([C:27]([F:29])([F:30])[F:28])[O:26][C:22]=2[CH:21]=1. The catalyst class is: 108. (6) Reactant: [C:1]([C:4]1[CH:9]=[C:8]([Cl:10])[CH:7]=[CH:6][C:5]=1[NH:11][S:12]([C:15]([F:18])([F:17])[F:16])(=[O:14])=[O:13])(=O)[CH3:2].Cl.[F:20][C:21]([F:36])([F:35])[C:22]1[CH:30]=[C:29]([C:31]([F:34])([F:33])[F:32])[CH:28]=[CH:27][C:23]=1[CH2:24][O:25][NH2:26].CC([O-])=O.[Na+]. Product: [F:20][C:21]([F:35])([F:36])[C:22]1[CH:30]=[C:29]([C:31]([F:34])([F:32])[F:33])[CH:28]=[CH:27][C:23]=1[CH2:24][O:25][N:26]=[C:1]([C:4]1[CH:9]=[C:8]([Cl:10])[CH:7]=[CH:6][C:5]=1[NH:11][S:12]([C:15]([F:18])([F:17])[F:16])(=[O:14])=[O:13])[CH3:2]. The catalyst class is: 14. (7) Reactant: [C:1]([NH:14][CH2:15][CH2:16][CH2:17][N:18]([CH3:20])[CH3:19])(=[O:13])[CH2:2][CH2:3][CH2:4][CH2:5][CH2:6][CH2:7][CH2:8][CH2:9][CH2:10][CH2:11][CH3:12].C(OCC)C.[Cl:26][CH2:27][C:28]([O:30][CH2:31]/[CH:32]=[C:33](/[CH2:35][CH2:36][CH:37]=[C:38]([CH3:40])[CH3:39])\[CH3:34])=[O:29].ClCC([O-])=O. Product: [Cl-:26].[CH3:20][N+:18]([CH3:19])([CH2:27][C:28]([O:30][CH2:31]/[CH:32]=[C:33](/[CH2:35][CH2:36][CH:37]=[C:38]([CH3:40])[CH3:39])\[CH3:34])=[O:29])[CH2:17][CH2:16][CH2:15][NH:14][C:1](=[O:13])[CH2:2][CH2:3][CH2:4][CH2:5][CH2:6][CH2:7][CH2:8][CH2:9][CH2:10][CH2:11][CH3:12]. The catalyst class is: 81. (8) Reactant: Br[CH2:2][CH2:3][CH2:4][CH2:5][CH2:6][CH3:7].[N:8]1[C:16]2[CH2:15][CH2:14][NH:13][CH2:12][C:11]=2[S:10][C:9]=1[NH:17][C:18]([NH2:20])=[NH:19].C(=O)([O-])[O-].[Cs+].[Cs+].[OH-].[Na+]. Product: [CH2:2]([N:13]1[CH2:14][CH2:15][C:16]2[N:8]=[C:9]([NH:17][C:18]([NH2:20])=[NH:19])[S:10][C:11]=2[CH2:12]1)[CH2:3][CH2:4][CH2:5][CH2:6][CH3:7]. The catalyst class is: 9.